This data is from Peptide-MHC class II binding affinity with 134,281 pairs from IEDB. The task is: Regression. Given a peptide amino acid sequence and an MHC pseudo amino acid sequence, predict their binding affinity value. This is MHC class II binding data. The peptide sequence is QEIDPLSYNYIPVNSN. The MHC is DRB1_1302 with pseudo-sequence DRB1_1302. The binding affinity (normalized) is 0.213.